From a dataset of Full USPTO retrosynthesis dataset with 1.9M reactions from patents (1976-2016). Predict the reactants needed to synthesize the given product. (1) The reactants are: [Cl:1][C:2]1[CH:10]=[CH:9][C:5]([C:6]([OH:8])=[O:7])=[C:4]([CH3:11])[CH:3]=1.[I:12]NC(=O)CCC(N)=O.O. Given the product [Cl:1][C:2]1[CH:3]=[C:4]([CH3:11])[C:5]([C:6]([OH:8])=[O:7])=[C:9]([I:12])[CH:10]=1, predict the reactants needed to synthesize it. (2) Given the product [NH2:22][C:3]1[N:4]=[C:5]([C:16]2[CH:17]=[CH:18][CH:19]=[CH:20][CH:21]=2)[C:6]([C:8]2[CH:13]=[CH:12][C:11](=[O:14])[NH:10][N:9]=2)=[CH:7][C:2]=1[Cl:1], predict the reactants needed to synthesize it. The reactants are: [Cl:1][C:2]1[C:3]([NH2:22])=[N:4][C:5]([C:16]2[CH:21]=[CH:20][CH:19]=[CH:18][CH:17]=2)=[C:6]([C:8]2[N:9]=[N:10][C:11]([O:14]C)=[CH:12][CH:13]=2)[CH:7]=1.C([O-])(O)=O.[Na+]. (3) The reactants are: [F:1][C:2]([F:20])([F:19])[C:3]1[CH:8]=[CH:7][C:6]([C@:9]23[CH2:14][C@H:13]2[CH2:12][N:11]([CH2:15][CH2:16][CH2:17]O)[CH2:10]3)=[CH:5][CH:4]=1.[C:21]1([C:27]([N:29]2[C:34](=[O:35])[CH:33]=[CH:32][NH:31][C:30]2=[O:36])=[O:28])[CH:26]=[CH:25][CH:24]=[CH:23][CH:22]=1.C1C=CC(P(C2C=CC=CC=2)C2C=CC=CC=2)=CC=1.CCOC(/N=N/C(OCC)=O)=O. Given the product [NH3:11].[C:21]1([C:27]([N:29]2[C:34](=[O:35])[CH:33]=[CH:32][N:31]([CH2:17][CH2:16][CH2:15][N:11]3[CH2:12][C@H:13]4[C@:9]([C:6]5[CH:7]=[CH:8][C:3]([C:2]([F:20])([F:1])[F:19])=[CH:4][CH:5]=5)([CH2:14]4)[CH2:10]3)[C:30]2=[O:36])=[O:28])[CH:22]=[CH:23][CH:24]=[CH:25][CH:26]=1, predict the reactants needed to synthesize it. (4) The reactants are: [CH2:1]([C:8]1[CH:9]=[N:10][C:11]2[C:16]([C:17]=1[C:18]1[CH:26]=[CH:25][CH:24]=[C:23]3[C:19]=1[CH:20]=[CH:21][N:22]3[CH2:27][C:28]1[CH:37]=[CH:36][C:31]([C:32]([O:34]C)=[O:33])=[CH:30][CH:29]=1)=[CH:15][CH:14]=[CH:13][C:12]=2[C:38]([F:41])([F:40])[F:39])[C:2]1[CH:7]=[CH:6][CH:5]=[CH:4][CH:3]=1.O.[OH-].[Li+].C(C#N)(C)=O. Given the product [CH2:1]([C:8]1[CH:9]=[N:10][C:11]2[C:16]([C:17]=1[C:18]1[CH:26]=[CH:25][CH:24]=[C:23]3[C:19]=1[CH:20]=[CH:21][N:22]3[CH2:27][C:28]1[CH:29]=[CH:30][C:31]([C:32]([OH:34])=[O:33])=[CH:36][CH:37]=1)=[CH:15][CH:14]=[CH:13][C:12]=2[C:38]([F:41])([F:39])[F:40])[C:2]1[CH:7]=[CH:6][CH:5]=[CH:4][CH:3]=1, predict the reactants needed to synthesize it. (5) Given the product [Cl:1][C:2]1[CH:7]=[CH:6][C:5]([C:8]2([C:14]3[CH:19]=[CH:18][C:17]([C:22]#[N:23])=[CH:16][CH:15]=3)[CH2:13][CH2:12][NH:11][CH2:10][CH2:9]2)=[CH:4][CH:3]=1, predict the reactants needed to synthesize it. The reactants are: [Cl:1][C:2]1[CH:7]=[CH:6][C:5]([C:8]2([C:14]3[CH:19]=[CH:18][C:17](I)=[CH:16][CH:15]=3)[CH2:13][CH2:12][NH:11][CH2:10][CH2:9]2)=[CH:4][CH:3]=1.[Cu][C:22]#[N:23]. (6) Given the product [NH2:18][C:14]1[CH:13]=[C:12](/[CH:11]=[C:3](\[C:1]#[N:2])/[C:4]([O:6][C:7]([CH3:8])([CH3:10])[CH3:9])=[O:5])[CH:17]=[CH:16][CH:15]=1, predict the reactants needed to synthesize it. The reactants are: [C:1](/[C:3](=[CH:11]\[C:12]1[CH:17]=[CH:16][CH:15]=[C:14]([N+:18]([O-])=O)[CH:13]=1)/[C:4]([O:6][C:7]([CH3:10])([CH3:9])[CH3:8])=[O:5])#[N:2].Cl[Sn]Cl.